This data is from Full USPTO retrosynthesis dataset with 1.9M reactions from patents (1976-2016). The task is: Predict the reactants needed to synthesize the given product. (1) The reactants are: [C:1]([N:5]([C:19]([C:21]1[CH:48]=[CH:47][C:24]2[N:25]=[CH:26][N:27](C(C3C=CC=CC=3)(C3C=CC=CC=3)C3C=CC=CC=3)[C:23]=2[CH:22]=1)=[O:20])[NH:6][C:7](=[O:18])[C:8]1[CH:13]=[CH:12][CH:11]=[C:10]([O:14][CH3:15])[C:9]=1[CH2:16][CH3:17])([CH3:4])([CH3:3])[CH3:2].C1(C(C2C=CC=CC=2)C2C=CC=CC=2)C=CC=CC=1.[OH-].[K+].O. Given the product [C:1]([N:5]([C:19]([C:21]1[CH:48]=[CH:47][C:24]2[N:25]=[CH:26][NH:27][C:23]=2[CH:22]=1)=[O:20])[NH:6][C:7](=[O:18])[C:8]1[CH:13]=[CH:12][CH:11]=[C:10]([O:14][CH3:15])[C:9]=1[CH2:16][CH3:17])([CH3:2])([CH3:3])[CH3:4], predict the reactants needed to synthesize it. (2) Given the product [Cl:1][C:2]1[CH:3]=[CH:4][C:5]2[N:11]3[CH:12]=[CH:13][CH:14]=[C:10]3[C@@H:9]([CH2:15][C:16]([N:18]3[CH2:19][CH:20]=[C:21]([CH2:24][C:25]([OH:27])=[O:26])[CH2:22][CH2:23]3)=[O:17])[O:8][C@H:7]([C:30]3[CH:35]=[CH:34][CH:33]=[C:32]([O:36][CH3:37])[C:31]=3[O:38][CH3:39])[C:6]=2[CH:40]=1, predict the reactants needed to synthesize it. The reactants are: [Cl:1][C:2]1[CH:3]=[CH:4][C:5]2[N:11]3[CH:12]=[CH:13][CH:14]=[C:10]3[C@@H:9]([CH2:15][C:16]([N:18]3[CH2:23][CH:22]=[C:21]([CH2:24][C:25]([O:27]CC)=[O:26])[CH2:20][CH2:19]3)=[O:17])[O:8][C@H:7]([C:30]3[CH:35]=[CH:34][CH:33]=[C:32]([O:36][CH3:37])[C:31]=3[O:38][CH3:39])[C:6]=2[CH:40]=1.C(=O)([O-])[O-].[K+].[K+].Cl.C(OCC)(=O)C. (3) The reactants are: [Cl:1][C:2]1[N:3]=[C:4]([N:21]2[CH2:26][CH2:25][O:24][CH2:23][CH2:22]2)[C:5]2[CH:10]=[CH:9][N:8]([CH2:11][C:12]3[CH:17]=[CH:16][CH:15]=[C:14]([N+:18]([O-])=O)[CH:13]=3)[C:6]=2[N:7]=1.NN. Given the product [Cl:1][C:2]1[N:3]=[C:4]([N:21]2[CH2:26][CH2:25][O:24][CH2:23][CH2:22]2)[C:5]2[CH:10]=[CH:9][N:8]([CH2:11][C:12]3[CH:13]=[C:14]([CH:15]=[CH:16][CH:17]=3)[NH2:18])[C:6]=2[N:7]=1, predict the reactants needed to synthesize it.